This data is from Full USPTO retrosynthesis dataset with 1.9M reactions from patents (1976-2016). The task is: Predict the reactants needed to synthesize the given product. Given the product [OH:16][CH2:1]/[CH:2]=[C:3](/[CH2:5][CH2:6]/[CH:7]=[C:8](\[CH2:10][CH2:11][CH:12]=[C:13]([CH3:15])[CH3:14])/[CH3:9])\[CH3:4], predict the reactants needed to synthesize it. The reactants are: [C:1](OCC)(=[O:16])/[CH:2]=[C:3](/[CH2:5][CH2:6]/[CH:7]=[C:8](\[CH2:10][CH2:11][CH:12]=[C:13]([CH3:15])[CH3:14])/[CH3:9])\[CH3:4].[H-].[H-].[H-].[H-].[Li+].[Al+3].